Predict the reaction yield, written as a fraction of the theoretical maximum amount of product (1.0 means a 100% yield; for example, 0.34 means a 34% yield). From a dataset of Reaction yield outcomes from USPTO patents with 853,638 reactions. (1) The reactants are C[O:2][C:3](=O)[CH2:4][C:5]1[CH:10]=[CH:9][C:8]([O:11][CH2:12][C:13]2[CH:18]=[CH:17][CH:16]=[CH:15][CH:14]=2)=[C:7]([F:19])[CH:6]=1.[H-].[H-].[H-].[H-].[Li+].[Al+3]. The catalyst is CCOCC. The product is [CH2:12]([O:11][C:8]1[CH:9]=[CH:10][C:5]([CH2:4][CH2:3][OH:2])=[CH:6][C:7]=1[F:19])[C:13]1[CH:18]=[CH:17][CH:16]=[CH:15][CH:14]=1. The yield is 0.820. (2) The reactants are [CH3:1][C:2]([CH3:58])([CH2:10][C:11]([O:13][C@H:14]1[CH2:31][CH2:30][C@@:29]2([CH3:32])[C@@H:16]([CH2:17][CH2:18][C@:19]3([CH3:55])[C@@H:28]2[CH2:27][CH2:26][C@H:25]2[C@@:20]3([CH3:54])[CH2:21][CH2:22][C@@:23]3(/[CH:40]=[CH:41]/[C:42]([NH:44][C@@H:45]([C:47]4[CH:52]=[CH:51][CH:50]=[CH:49][C:48]=4[Cl:53])[CH3:46])=[O:43])[CH2:35][C:34](=[O:36])[C:33]([CH:37]([CH3:39])[CH3:38])=[C:24]32)[C:15]1([CH3:57])[CH3:56])=[O:12])[C:3]([O:5]C(C)(C)C)=[O:4].C(O)(C(F)(F)F)=O. The catalyst is ClCCl. The product is [Cl:53][C:48]1[CH:49]=[CH:50][CH:51]=[CH:52][C:47]=1[C@H:45]([NH:44][C:42](=[O:43])/[CH:41]=[CH:40]/[C@:23]12[CH2:35][C:34](=[O:36])[C:33]([CH:37]([CH3:39])[CH3:38])=[C:24]1[C@@H:25]1[C@@:20]([CH3:54])([CH2:21][CH2:22]2)[C@@:19]2([CH3:55])[C@@H:28]([C@:29]3([CH3:32])[C@@H:16]([CH2:17][CH2:18]2)[C:15]([CH3:56])([CH3:57])[C@@H:14]([O:13][C:11](=[O:12])[CH2:10][C:2]([CH3:1])([CH3:58])[C:3]([OH:5])=[O:4])[CH2:31][CH2:30]3)[CH2:27][CH2:26]1)[CH3:46]. The yield is 0.910. (3) The reactants are Br[C:2]1[CH:7]=[CH:6][C:5]([CH2:8][C:9]([O:11][CH3:12])=[O:10])=[CH:4][C:3]=1[F:13].[CH3:14][C:15]1([CH3:31])[C:19]([CH3:21])([CH3:20])[O:18][B:17]([B:17]2[O:18][C:19]([CH3:21])([CH3:20])[C:15]([CH3:31])([CH3:14])[O:16]2)[O:16]1.CC([O-])=O.[K+]. The catalyst is O1CCOCC1.C1C=CC(P(C2C=CC=CC=2)[C-]2C=CC=C2)=CC=1.C1C=CC(P(C2C=CC=CC=2)[C-]2C=CC=C2)=CC=1.Cl[Pd]Cl.[Fe+2]. The product is [F:13][C:3]1[CH:4]=[C:5]([CH2:8][C:9]([O:11][CH3:12])=[O:10])[CH:6]=[CH:7][C:2]=1[B:17]1[O:18][C:19]([CH3:21])([CH3:20])[C:15]([CH3:31])([CH3:14])[O:16]1. The yield is 0.810. (4) The reactants are [C:1]([O:5][C:6]([N:8]1[CH:14]([C:15]([OH:17])=O)[CH2:13][C:10]2([CH2:12][CH2:11]2)[CH2:9]1)=[O:7])([CH3:4])([CH3:3])[CH3:2].CN(C(ON1N=NC2C=CC=NC1=2)=[N+](C)C)C.F[P-](F)(F)(F)(F)F.Cl.Cl.[NH2:44][CH2:45][C:46]([C:48]1[CH:53]=[CH:52][C:51]([Br:54])=[CH:50][CH:49]=1)=[O:47].CCN(C(C)C)C(C)C. The catalyst is CN(C=O)C.C(OCC)(=O)C. The product is [C:1]([O:5][C:6]([N:8]1[CH:14]([C:15](=[O:17])[NH:44][CH2:45][C:46]([C:48]2[CH:53]=[CH:52][C:51]([Br:54])=[CH:50][CH:49]=2)=[O:47])[CH2:13][C:10]2([CH2:11][CH2:12]2)[CH2:9]1)=[O:7])([CH3:2])([CH3:3])[CH3:4]. The yield is 0.670. (5) The reactants are ON1C2C=CC=CC=2N=N1.[C:11]([O:15][C:16]([NH:18][C:19]1([C:34](O)=[O:35])[CH2:24][CH2:23][N:22]([C:25]2[C:26]3[CH:33]=[CH:32][NH:31][C:27]=3[N:28]=[CH:29][N:30]=2)[CH2:21][CH2:20]1)=[O:17])([CH3:14])([CH3:13])[CH3:12].[NH2:37][C:38]1[CH:43]=[C:42]([Br:44])[CH:41]=[CH:40][C:39]=1[NH2:45].Cl.C(N=C=NCCCN(C)C)C. The catalyst is CN(C)C=O. The product is [NH2:45][C:39]1[CH:40]=[CH:41][C:42]([Br:44])=[CH:43][C:38]=1[NH:37][C:34]([C:19]1([NH:18][C:16](=[O:17])[O:15][C:11]([CH3:14])([CH3:12])[CH3:13])[CH2:24][CH2:23][N:22]([C:25]2[C:26]3[CH:33]=[CH:32][NH:31][C:27]=3[N:28]=[CH:29][N:30]=2)[CH2:21][CH2:20]1)=[O:35].[NH2:37][C:38]1[CH:43]=[C:42]([Br:44])[CH:41]=[CH:40][C:39]=1[NH:45][C:34]([C:19]1([NH:18][C:16](=[O:17])[O:15][C:11]([CH3:14])([CH3:12])[CH3:13])[CH2:24][CH2:23][N:22]([C:25]2[C:26]3[CH:33]=[CH:32][NH:31][C:27]=3[N:28]=[CH:29][N:30]=2)[CH2:21][CH2:20]1)=[O:35]. The yield is 0.221. (6) The reactants are [CH2:1]([O:3][C:4]([C@@:6]1([NH:11][C:12]([C@@H:14]2[CH2:18][C@@H:17]([NH:19]C(CC[Si](C)(C)C)=O)[CH2:16][N:15]2[C:28](=[O:45])[C@@H:29]([NH:37][C:38]([O:40][C:41]([CH3:44])([CH3:43])[CH3:42])=[O:39])[CH2:30][CH2:31][CH2:32][CH2:33][CH2:34][CH:35]=C)=[O:13])[CH2:8][C@H:7]1[CH:9]=C)=[O:5])[CH3:2]. The catalyst is C(Cl)Cl.CC(OC1C(C=[Ru](Cl)Cl)=CC=CC=1)C.C1CCC(P(C2CCCCC2)C2CCCCC2)CC1. The product is [CH2:1]([O:3][C:4]([C@@:6]12[CH2:8][C@H:7]1[CH:9]=[CH:35][CH2:34][CH2:33][CH2:32][CH2:31][CH2:30][C@H:29]([NH:37][C:38]([O:40][C:41]([CH3:42])([CH3:44])[CH3:43])=[O:39])[C:28](=[O:45])[N:15]1[C@@H:14]([CH2:18][C@@H:17]([NH2:19])[CH2:16]1)[C:12](=[O:13])[NH:11]2)=[O:5])[CH3:2]. The yield is 0.690. (7) The reactants are [CH3:1][C:2]1[N:3]=[C:4]([C:18]2[CH:19]=[N:20][CH:21]=[CH:22][CH:23]=2)[S:5][C:6]=1[C:7]1[CH:16]=[CH:15][C:14]2[CH2:13][CH2:12][CH2:11][C:10](=O)[C:9]=2[N:8]=1.Cl.[NH2:25][NH:26][C:27](=[O:30])[O:28][CH3:29]. The catalyst is C(O)(=O)C.CO.C(OCC)(=O)C. The product is [CH3:1][C:2]1[N:3]=[C:4]([C:18]2[CH:19]=[N:20][CH:21]=[CH:22][CH:23]=2)[S:5][C:6]=1[C:7]1[CH:16]=[CH:15][C:14]2[CH2:13][CH2:12][CH2:11]/[C:10](=[N:25]\[NH:26][C:27](=[O:30])[O:28][CH3:29])/[C:9]=2[N:8]=1. The yield is 0.790. (8) The reactants are CC(OI1(OC(C)=O)(OC(C)=O)OC(=O)C2C=CC=CC1=2)=O.[Cl:23][C:24]1[N:29]=[C:28]([CH2:30][OH:31])[C:27]([O:32][CH2:33][CH3:34])=[C:26]([N:35]2[CH2:40][CH2:39][O:38][CH2:37][CH2:36]2)[N:25]=1. The catalyst is C(Cl)Cl. The product is [Cl:23][C:24]1[N:29]=[C:28]([CH:30]=[O:31])[C:27]([O:32][CH2:33][CH3:34])=[C:26]([N:35]2[CH2:40][CH2:39][O:38][CH2:37][CH2:36]2)[N:25]=1. The yield is 0.808. (9) The product is [CH:26]1([C:31]([O:10][C:9]2[C:8]([F:11])=[C:7]([C:12]3[CH:13]=[CH:14][CH:15]=[CH:16][CH:17]=3)[C:6]([CH3:18])=[C:3]([C:4]#[N:5])[C:2]=2[NH2:1])=[O:32])[CH2:30][CH2:29][CH2:28][CH2:27]1. The yield is 0.720. The reactants are [NH2:1][C:2]1[C:9]([OH:10])=[C:8]([F:11])[C:7]([C:12]2[CH:17]=[CH:16][CH:15]=[CH:14][CH:13]=2)=[C:6]([CH3:18])[C:3]=1[C:4]#[N:5].C(N(CC)CC)C.[CH:26]1([C:31](Cl)=[O:32])[CH2:30][CH2:29][CH2:28][CH2:27]1.C(O)(=O)CC(CC(O)=O)(C(O)=O)O. The catalyst is C(#N)C. (10) The reactants are [N+:1]([O-:4])(O)=[O:2].[NH:5]1[C:13]2[C:8](=[CH:9][CH:10]=[CH:11][CH:12]=2)[CH:7]=[N:6]1.C(OC(=O)C)(=O)C. The catalyst is C(O)(=O)C. The product is [N+:1]([C:7]1[C:8]2[C:13](=[CH:12][CH:11]=[CH:10][CH:9]=2)[NH:5][N:6]=1)([O-:4])=[O:2]. The yield is 0.490.